From a dataset of Orexin1 receptor HTS with 218,158 compounds and 233 confirmed actives. Binary Classification. Given a drug SMILES string, predict its activity (active/inactive) in a high-throughput screening assay against a specified biological target. (1) The molecule is O(C(=O)c1c(N2CCN(CC2)c2ccc(OC)cc2)c2c(nc1)c(OC)ccc2)CC. The result is 0 (inactive). (2) The result is 0 (inactive). The molecule is O=c1n2c(nc(N3CCC(CC3)C)c1C=O)cccc2. (3) The compound is O(CC(=O)c1c(n(c(c1)C)C)C)C(=O)c1cc(OC)c(OC)c(OC)c1. The result is 0 (inactive). (4) The molecule is s1c(nc2c1cccc2)/C(=C1\c2c(NC1=O)ccc(F)c2)C#N. The result is 0 (inactive). (5) The molecule is S1(=O)(=O)CC(N(CC)C(=O)COC(=O)c2ncc(nc2)C)CC1. The result is 0 (inactive). (6) The molecule is O(C1(C(=O)c2c(=CC1=O)cc(n(c2)CCc1ncccc1)/C=C\COC)C)C(=O)c1nc2c(nc1)cccc2. The result is 0 (inactive). (7) The compound is S(=O)(=O)(N(c1c(cccc1)C)C)c1sc(NC(=O)c2c(F)cccc2)nn1. The result is 0 (inactive).